Dataset: Reaction yield outcomes from USPTO patents with 853,638 reactions. Task: Predict the reaction yield, written as a fraction of the theoretical maximum amount of product (1.0 means a 100% yield; for example, 0.34 means a 34% yield). (1) The reactants are [CH:1]1([CH:7]([NH:22][C:23]2[CH:31]=[CH:30][C:26]([C:27](O)=[O:28])=[CH:25][CH:24]=2)[C:8]2[CH:12]=[C:11]([C:13]3[CH:18]=[CH:17][C:16]([F:19])=[CH:15][C:14]=3[CH3:20])[O:10][C:9]=2[CH3:21])[CH2:6][CH2:5][CH2:4][CH2:3][CH2:2]1.[CH3:32][NH:33][CH2:34][CH2:35][C:36]([O:38]CC)=[O:37]. No catalyst specified. The product is [CH:1]1([CH:7]([NH:22][C:23]2[CH:31]=[CH:30][C:26]([C:27]([N:33]([CH3:32])[CH2:34][CH2:35][C:36]([OH:38])=[O:37])=[O:28])=[CH:25][CH:24]=2)[C:8]2[CH:12]=[C:11]([C:13]3[CH:18]=[CH:17][C:16]([F:19])=[CH:15][C:14]=3[CH3:20])[O:10][C:9]=2[CH3:21])[CH2:2][CH2:3][CH2:4][CH2:5][CH2:6]1. The yield is 0.990. (2) The reactants are Cl[C:2]1[N:7]=[C:6]([C:8]2[N:12]3[CH:13]=[CH:14][CH:15]=[CH:16][C:11]3=[N:10][C:9]=2[C:17]2[CH:18]=[CH:19][C:20]([O:34][CH3:35])=[C:21]([CH:33]=2)[C:22]([NH:24][C:25]2[C:30]([F:31])=[CH:29][CH:28]=[CH:27][C:26]=2[F:32])=[O:23])[CH:5]=[CH:4][N:3]=1.[CH3:36][O:37][C:38]1[CH:44]=[C:43]([N:45]2[CH2:50][CH2:49][N:48]([CH2:51][CH2:52][O:53][CH3:54])[CH2:47][CH2:46]2)[CH:42]=[CH:41][C:39]=1[NH2:40].C1(C)C=CC(S(O)(=O)=O)=CC=1.C(O)C(F)(F)F.N. The catalyst is CO.C(Cl)Cl. The product is [F:32][C:26]1[CH:27]=[CH:28][CH:29]=[C:30]([F:31])[C:25]=1[NH:24][C:22](=[O:23])[C:21]1[CH:33]=[C:17]([C:9]2[N:10]=[C:11]3[CH:16]=[CH:15][CH:14]=[CH:13][N:12]3[C:8]=2[C:6]2[CH:5]=[CH:4][N:3]=[C:2]([NH:40][C:39]3[CH:41]=[CH:42][C:43]([N:45]4[CH2:50][CH2:49][N:48]([CH2:51][CH2:52][O:53][CH3:54])[CH2:47][CH2:46]4)=[CH:44][C:38]=3[O:37][CH3:36])[N:7]=2)[CH:18]=[CH:19][C:20]=1[O:34][CH3:35]. The yield is 0.640.